Predict the product of the given reaction. From a dataset of Forward reaction prediction with 1.9M reactions from USPTO patents (1976-2016). (1) Given the reactants [F:1][CH2:2][CH2:3][O:4][C:5]1[CH:6]=[C:7]([C:13]2[S:14][C:15]([CH3:23])=[C:16]([C:18](OCC)=[O:19])[N:17]=2)[CH:8]=[CH:9][C:10]=1[O:11][CH3:12].[H-].C([Al+]CC(C)C)C(C)C, predict the reaction product. The product is: [F:1][CH2:2][CH2:3][O:4][C:5]1[CH:6]=[C:7]([C:13]2[S:14][C:15]([CH3:23])=[C:16]([CH2:18][OH:19])[N:17]=2)[CH:8]=[CH:9][C:10]=1[O:11][CH3:12]. (2) Given the reactants [Br:1][C:2]1[C:3]([F:19])=[CH:4][C:5]([OH:18])=[C:6]([C:8](=[O:17])[CH:9]=[CH:10][C:11]2[CH:16]=[CH:15][CH:14]=[CH:13][CH:12]=2)[CH:7]=1.[OH-].[Na+], predict the reaction product. The product is: [Br:1][C:2]1[CH:7]=[C:6]2[C:5](=[CH:4][C:3]=1[F:19])[O:18][CH:10]([C:11]1[CH:16]=[CH:15][CH:14]=[CH:13][CH:12]=1)[CH2:9][C:8]2=[O:17].